This data is from Forward reaction prediction with 1.9M reactions from USPTO patents (1976-2016). The task is: Predict the product of the given reaction. (1) Given the reactants [Br:1][C:2]1[CH:7]=[CH:6][C:5]([Cl:8])=[CH:4][C:3]=1I.[CH2:10]([O:12][C:13]([O:19][CH2:20][CH3:21])([O:16][CH2:17][CH3:18])[C:14]#[CH:15])[CH3:11], predict the reaction product. The product is: [Br:1][C:2]1[CH:7]=[CH:6][C:5]([Cl:8])=[CH:4][C:3]=1[C:15]#[C:14][C:13]([O:16][CH2:17][CH3:18])([O:12][CH2:10][CH3:11])[O:19][CH2:20][CH3:21]. (2) The product is: [CH2:14]1[C:15]2[CH:22]=[CH:21][C:20]([C:23]([O:25][CH3:26])=[O:24])=[CH:19][C:16]=2[CH2:17][CH2:18][NH:12][CH2:13]1. Given the reactants S(Cl)(Cl)=O.C(OC([N:12]1[CH2:18][CH2:17][C:16]2[CH:19]=[C:20]([C:23]([OH:25])=[O:24])[CH:21]=[CH:22][C:15]=2[CH2:14][CH2:13]1)=O)(C)(C)C.[CH3:26]O, predict the reaction product. (3) Given the reactants [CH2:1]([O:3][C:4]1[CH:5]=[C:6]([CH:9]=[C:10]([N+:22]([O-:24])=[O:23])[C:11]=1[O:12][CH2:13][C:14]1[CH:19]=[CH:18][CH:17]=[C:16]([O:20][CH3:21])[CH:15]=1)[CH:7]=O)[CH3:2].[CH3:25]/[C:26](/[NH2:30])=[CH:27]\[C:28]#[N:29].[CH2:31]([CH:34]1[CH2:39][C:38](=[O:40])[CH2:37][C:36](=O)[CH2:35]1)[CH2:32][CH3:33], predict the reaction product. The product is: [CH2:1]([O:3][C:4]1[CH:5]=[C:6]([CH:7]2[C:37]3[C:38](=[O:40])[CH2:39][CH:34]([CH2:31][CH2:32][CH3:33])[CH2:35][C:36]=3[NH:30][C:26]([CH3:25])=[C:27]2[C:28]#[N:29])[CH:9]=[C:10]([N+:22]([O-:24])=[O:23])[C:11]=1[O:12][CH2:13][C:14]1[CH:19]=[CH:18][CH:17]=[C:16]([O:20][CH3:21])[CH:15]=1)[CH3:2]. (4) Given the reactants [NH2:1][C:2]1[CH:3]=[C:4]([C@@H:9]([O:40][Si](CC)(CC)CC)[CH2:10][N:11](C(OC(C)(C)C)=O)[CH2:12][CH2:13][O:14][C:15]2[CH:23]=[C:22]3[C:18]([C:19]([O:31][CH3:32])=[N:20][N:21]3C(OC(C)(C)C)=O)=[CH:17][CH:16]=2)[CH:5]=[CH:6][C:7]=1[Cl:8].C(Cl)Cl.NC1C=C([C@@H](O[Si](CC)(CC)CC)CN(C(OC(C)(C)C)=O)CCOC2C=C3C(C(OC)=NN3C(OC(C)(C)C)=O)=CC=2)C=CC=1Cl.[N+:98]([C:101]1[CH:102]=[C:103]([S:107](Cl)(=[O:109])=[O:108])[CH:104]=[CH:105][CH:106]=1)([O-])=O.C(Cl)Cl.C(O)C(N)(CO)CO.Cl.O1CCOCC1, predict the reaction product. The product is: [NH2:98][C:101]1[CH:102]=[C:103]([S:107]([NH:1][C:2]2[CH:3]=[C:4]([C@@H:9]([OH:40])[CH2:10][NH:11][CH2:12][CH2:13][O:14][C:15]3[CH:23]=[C:22]4[C:18]([C:19]([O:31][CH3:32])=[N:20][NH:21]4)=[CH:17][CH:16]=3)[CH:5]=[CH:6][C:7]=2[Cl:8])(=[O:109])=[O:108])[CH:104]=[CH:105][CH:106]=1.[ClH:8]. (5) Given the reactants Br[C:2]1[N:6]2[CH:7]=[C:8]([CH2:11][C:12]3[N:16]4[N:17]=[C:18]([C:21]5[CH:22]=[N:23][N:24]([CH3:26])[CH:25]=5)[CH:19]=[CH:20][C:15]4=[N:14][CH:13]=3)[CH:9]=[CH:10][C:5]2=[N:4][CH:3]=1.C([Sn](CCCC)(CCCC)[C:32]([O:34]CC)=[CH2:33])CCC, predict the reaction product. The product is: [CH3:26][N:24]1[CH:25]=[C:21]([C:18]2[CH:19]=[CH:20][C:15]3[N:16]([C:12]([CH2:11][C:8]4[CH:9]=[CH:10][C:5]5[N:6]([C:2]([C:32](=[O:34])[CH3:33])=[CH:3][N:4]=5)[CH:7]=4)=[CH:13][N:14]=3)[N:17]=2)[CH:22]=[N:23]1. (6) Given the reactants Cl[C:2]1[C:7]2=[N:8][O:9][N:10]=[C:6]2[CH:5]=[CH:4][CH:3]=1.Br[C:12]1[CH:13]=[N:14][CH:15]=[C:16]([CH:23]=1)[C:17]([NH:19][CH2:20][CH2:21][F:22])=[O:18], predict the reaction product. The product is: [N:10]1[O:9][N:8]=[C:7]2[CH:2]=[C:3]([C:23]3[C:16]([C:17]([NH:19][CH2:20][CH2:21][F:22])=[O:18])=[CH:15][N:14]=[CH:13][CH:12]=3)[CH:4]=[CH:5][C:6]=12. (7) Given the reactants C(OC([N:8](C(OC(C)(C)C)=O)[C:9]1[C:10]([C:16]2[O:20][C:19]([C:21]3[CH:26]=[CH:25][C:24]([CH2:27][N:28](C)[C:29](=O)OC(C)(C)C)=[CH:23][CH:22]=3)=[N:18][N:17]=2)=[N:11][C:12](Br)=[CH:13][N:14]=1)=O)(C)(C)C.C(P(C(C)(C)C)[C:49]1[CH:57]=[CH:56][C:52](N(C)C)=[CH:51][CH:50]=1)(C)(C)C.[C:62]([O-])([O-])=O.[K+].[K+].C(O)(C(F)(F)F)=O, predict the reaction product. The product is: [CH3:29][NH:28][CH2:27][C:24]1[CH:23]=[CH:22][C:21]([C:19]2[O:20][C:16]([C:10]3[C:9]([NH2:8])=[N:14][CH:13]=[C:12]([C:49]4[CH2:50][CH2:51][CH:52]([CH3:62])[CH2:56][CH:57]=4)[N:11]=3)=[N:17][N:18]=2)=[CH:26][CH:25]=1.